This data is from Forward reaction prediction with 1.9M reactions from USPTO patents (1976-2016). The task is: Predict the product of the given reaction. (1) Given the reactants [Cl:1][C:2]1[S:6][C:5]([C:7]2[O:11][N:10]=[C:9]([CH2:12][C@H:13]3[C:18]([O:19][CH3:20])=N[C@H](C(C)C)C(OC)=[N:14]3)[CH:8]=2)=[CH:4][CH:3]=1.C(O)(C(F)(F)F)=[O:27].C([O-])(O)=O.[Na+], predict the reaction product. The product is: [CH3:20][O:19][C:18](=[O:27])[C@@H:13]([NH2:14])[CH2:12][C:9]1[CH:8]=[C:7]([C:5]2[S:6][C:2]([Cl:1])=[CH:3][CH:4]=2)[O:11][N:10]=1. (2) Given the reactants [Cl:1][C:2]1[S:6][C:5]([C:7]2[O:11][N:10]=[C:9]([CH2:12][N:13]3[C:17]4=[N:18][CH:19]=[CH:20][CH:21]=[C:16]4[CH:15]=[C:14]3[C:22](O)=[O:23])[CH:8]=2)=[CH:4][CH:3]=1.[B-](F)(F)(F)F.CCOC(C(C#N)=NOC(N(C)C)=[N+](C)C)=O.Cl.Cl.[CH:49]([N:52]1[CH2:57][CH2:56][CH:55]([NH2:58])[CH2:54][CH2:53]1)([CH3:51])[CH3:50], predict the reaction product. The product is: [CH:49]([N:52]1[CH2:57][CH2:56][CH:55]([NH:58][C:22]([C:14]2[N:13]([CH2:12][C:9]3[CH:8]=[C:7]([C:5]4[S:6][C:2]([Cl:1])=[CH:3][CH:4]=4)[O:11][N:10]=3)[C:17]3=[N:18][CH:19]=[CH:20][CH:21]=[C:16]3[CH:15]=2)=[O:23])[CH2:54][CH2:53]1)([CH3:51])[CH3:50]. (3) Given the reactants [CH2:1]([C:3]1([C:10]2[CH:15]=[CH:14][CH:13]=[CH:12][CH:11]=2)[NH:7][C:6](=[O:8])[NH:5][C:4]1=[O:9])[CH3:2].[N+:16]([C:19]1[CH:26]=[CH:25][C:22]([CH2:23]Cl)=[CH:21][CH:20]=1)([O-:18])=[O:17], predict the reaction product. The product is: [CH2:1]([C:3]1([C:10]2[CH:15]=[CH:14][CH:13]=[CH:12][CH:11]=2)[NH:7][C:6](=[O:8])[N:5]([CH2:23][C:22]2[CH:25]=[CH:26][C:19]([N+:16]([O-:18])=[O:17])=[CH:20][CH:21]=2)[C:4]1=[O:9])[CH3:2]. (4) Given the reactants Br[C:2]1[C:12]2[N:11]3[CH2:13][CH2:14][CH2:15][C@@H:16]([NH:17][C:18](=[O:23])[C:19]([F:22])([F:21])[F:20])[C@H:10]3[C:9]3[CH:24]=[CH:25][CH:26]=[CH:27][C:8]=3[O:7][C:6]=2[CH:5]=[CH:4][CH:3]=1.[CH3:28][O-:29].[Na+].[NH4+].[Cl-], predict the reaction product. The product is: [CH3:28][O:29][C:2]1[C:12]2[N:11]3[CH2:13][CH2:14][CH2:15][C@@H:16]([NH:17][C:18](=[O:23])[C:19]([F:22])([F:21])[F:20])[C@H:10]3[C:9]3[CH:24]=[CH:25][CH:26]=[CH:27][C:8]=3[O:7][C:6]=2[CH:5]=[CH:4][CH:3]=1. (5) Given the reactants C1(S([N:10]2[C:18]3[C:13](=[CH:14][C:15]([Cl:19])=[CH:16][CH:17]=3)[CH:12]=[C:11]2[S:20]([N:23]2[CH2:28][CH2:27][N:26]([C:29]([CH:31]3[CH2:36][CH2:35][N:34]([C:37]4[CH:38]=[CH:39][C:40](=[O:44])[N:41]([CH3:43])[N:42]=4)[CH2:33][CH2:32]3)=[O:30])[CH2:25][CH:24]2[OH:45])(=[O:22])=[O:21])(=O)=O)C=CC=CC=1.[F-].C([N+](CCCC)(CCCC)CCCC)CCC, predict the reaction product. The product is: [Cl:19][C:15]1[CH:14]=[C:13]2[C:18](=[CH:17][CH:16]=1)[NH:10][C:11]([S:20]([N:23]1[CH2:28][CH2:27][N:26]([C:29]([CH:31]3[CH2:32][CH2:33][N:34]([C:37]4[CH:38]=[CH:39][C:40](=[O:44])[N:41]([CH3:43])[N:42]=4)[CH2:35][CH2:36]3)=[O:30])[CH2:25][CH:24]1[OH:45])(=[O:22])=[O:21])=[CH:12]2.